From a dataset of Reaction yield outcomes from USPTO patents with 853,638 reactions. Predict the reaction yield, written as a fraction of the theoretical maximum amount of product (1.0 means a 100% yield; for example, 0.34 means a 34% yield). (1) The reactants are [C:1]([C:4]1[C:5](=[O:22])[N:6]([CH2:18][CH:19]([CH3:21])[CH3:20])[N:7]=[C:8]([C:10]2[CH:15]=[CH:14][C:13]([CH3:16])=[C:12]([F:17])[CH:11]=2)[CH:9]=1)(O)=[O:2].C(N(CC)CC)C.C(Cl)(=O)OCC.[BH4-].[Na+].Cl. The catalyst is C1COCC1.O. The product is [F:17][C:12]1[CH:11]=[C:10]([C:8]2[CH:9]=[C:4]([CH2:1][OH:2])[C:5](=[O:22])[N:6]([CH2:18][CH:19]([CH3:21])[CH3:20])[N:7]=2)[CH:15]=[CH:14][C:13]=1[CH3:16]. The yield is 0.250. (2) The reactants are [CH2:1]([O:4][C:5]([NH:7][C@:8]([CH3:29])([CH2:11][CH2:12][C:13]1[O:14][C:15]([C:18]#[C:19][CH2:20][CH2:21][O:22][CH:23]2[CH2:28][CH2:27][CH2:26][CH2:25][CH2:24]2)=[CH:16][CH:17]=1)[CH2:9][OH:10])=[O:6])[CH:2]=[CH2:3].N1C=NN=N1.C(N(C(C)C)[P:39]([O:44][CH2:45][CH:46]=[CH2:47])[O:40][CH2:41][CH:42]=[CH2:43])(C)C.ClC1C=CC=C(C(OO)=[O:59])C=1.S([O-])([O-])(=O)=S.[Na+].[Na+]. The catalyst is ClCCl. The product is [P:39]([O:40][CH2:41][CH:42]=[CH2:43])([O:44][CH2:45][CH:46]=[CH2:47])([O:10][CH2:9][C@@:8]([NH:7][C:5]([O:4][CH2:1][CH:2]=[CH2:3])=[O:6])([CH3:29])[CH2:11][CH2:12][C:13]1[O:14][C:15]([C:18]#[C:19][CH2:20][CH2:21][O:22][CH:23]2[CH2:28][CH2:27][CH2:26][CH2:25][CH2:24]2)=[CH:16][CH:17]=1)=[O:59]. The yield is 0.810. (3) The reactants are [Cl:1][C:2]1[CH:3]=[C:4]([CH2:10][NH:11][C:12]2[C:21]3[C:16](=[CH:17][CH:18]=[C:19]([C:22]#[N:23])[CH:20]=3)[N:15]=[CH:14][C:13]=2C(O)=O)[CH:5]=[CH:6][C:7]=1[O:8][CH3:9].C1(OC2C=CC=CC=2)C=CC=CC=1. The catalyst is CCCCCC. The product is [Cl:1][C:2]1[CH:3]=[C:4]([CH2:10][NH:11][C:12]2[C:21]3[C:16](=[CH:17][CH:18]=[C:19]([C:22]#[N:23])[CH:20]=3)[N:15]=[CH:14][CH:13]=2)[CH:5]=[CH:6][C:7]=1[O:8][CH3:9]. The yield is 0.750. (4) The reactants are [CH2:1]([N:3]([CH2:23][CH3:24])[C:4]([CH:6]1[C:18]2[C:17]3[C:12](=[CH:13][CH:14]=[C:15]([F:19])[CH:16]=3)[N:11]([CH2:20][CH2:21][OH:22])[C:10]=2[CH2:9][CH2:8][CH2:7]1)=[O:5])[CH3:2].N1C=CC=CC=1.[CH3:31][S:32](Cl)(=[O:34])=[O:33]. The catalyst is ClCCl. The product is [CH2:23]([N:3]([CH2:1][CH3:2])[C:4]([CH:6]1[C:18]2[C:17]3[C:12](=[CH:13][CH:14]=[C:15]([F:19])[CH:16]=3)[N:11]([CH2:20][CH2:21][O:22][S:32]([CH3:31])(=[O:34])=[O:33])[C:10]=2[CH2:9][CH2:8][CH2:7]1)=[O:5])[CH3:24]. The yield is 0.300. (5) The product is [CH3:1][O:2][C@H:3]([C@@H:8]([CH3:27])[C@@H:9]([O:25][CH3:26])/[CH:10]=[CH:11]/[Sn:12]([CH2:21][CH2:22][CH2:23][CH3:24])([CH2:17][CH2:18][CH2:19][CH3:20])[CH2:13][CH2:14][CH2:15][CH3:16])[C@@H:4]([CH3:7])[CH:5]=[O:6]. The reactants are [CH3:1][O:2][C@H:3]([C@@H:8]([CH3:27])[C@@H:9]([O:25][CH3:26])/[CH:10]=[CH:11]/[Sn:12]([CH2:21][CH2:22][CH2:23][CH3:24])([CH2:17][CH2:18][CH2:19][CH3:20])[CH2:13][CH2:14][CH2:15][CH3:16])[C@@H:4]([CH3:7])[CH2:5][OH:6].C[N+]1([O-])CCOCC1. The catalyst is ClCCl.CCC[N+](CCC)(CCC)CCC.[O-][Ru](=O)(=O)=O. The yield is 1.00. (6) The reactants are C(Cl)(=O)C(Cl)=O.CS(C)=O.[CH3:11][O:12][C:13]1[CH:14]=[C:15]2[C:20](=[C:21]3[C:26]=1[CH:25]=[CH:24][CH:23]=[N:22]3)[N:19]=[C:18]([CH2:27][OH:28])[CH:17]=[C:16]2[S:29][CH3:30].C(N(CC)CC)C. The catalyst is C(Cl)Cl. The product is [CH3:11][O:12][C:13]1[CH:14]=[C:15]2[C:20](=[C:21]3[C:26]=1[CH:25]=[CH:24][CH:23]=[N:22]3)[N:19]=[C:18]([CH:27]=[O:28])[CH:17]=[C:16]2[S:29][CH3:30]. The yield is 0.390. (7) The reactants are [CH:1](=O)[CH:2]([CH3:4])[CH3:3].[CH3:6][C:7]([CH:9]([CH3:11])[CH3:10])=O.[C:12](#[N:16])[CH2:13][C:14]#[N:15].C([O-])(=O)C.[NH4+:21]. No catalyst specified. The product is [NH2:15][C:14]1[N:21]=[C:1]([CH:2]([CH3:4])[CH3:3])[CH:6]=[C:7]([CH:9]([CH3:11])[CH3:10])[C:13]=1[C:12]#[N:16]. The yield is 0.500.